Dataset: Full USPTO retrosynthesis dataset with 1.9M reactions from patents (1976-2016). Task: Predict the reactants needed to synthesize the given product. (1) Given the product [C:42]([O:41][C:39]([N:9]([CH2:8][C:7]1[CH:35]=[CH:36][C:37]([CH3:38])=[C:5]([F:4])[CH:6]=1)[CH:10]1[CH2:15][CH2:14][N:13]([CH2:16][CH2:17][N:18]2[C:27]3[C:22](=[CH:23][CH:24]=[C:25]([O:28][CH3:29])[CH:26]=3)[N:21]=[CH:20][C:19]2=[O:30])[CH:12]([C:31]([O:33][CH3:34])=[O:32])[CH2:11]1)=[O:40])([CH3:45])([CH3:44])[CH3:43], predict the reactants needed to synthesize it. The reactants are: ClCCl.[F:4][C:5]1[CH:6]=[C:7]([CH:35]=[CH:36][C:37]=1[CH3:38])[CH2:8][NH:9][CH:10]1[CH2:15][CH2:14][N:13]([CH2:16][CH2:17][N:18]2[C:27]3[C:22](=[CH:23][CH:24]=[C:25]([O:28][CH3:29])[CH:26]=3)[N:21]=[CH:20][C:19]2=[O:30])[CH:12]([C:31]([O:33][CH3:34])=[O:32])[CH2:11]1.[C:39](O[C:39]([O:41][C:42]([CH3:45])([CH3:44])[CH3:43])=[O:40])([O:41][C:42]([CH3:45])([CH3:44])[CH3:43])=[O:40].O. (2) Given the product [CH2:89]([P:80]([CH2:81][CH2:82][CH2:83][CH2:84][CH2:85][CH2:86][CH2:87][CH3:88])(=[O:97])[OH:25])[CH2:90][CH2:91][CH2:92][CH2:93][CH2:94][CH2:95][CH3:96], predict the reactants needed to synthesize it. The reactants are: C=CCCCCCCCCCCCCCCCC.C1([O:25]C2C=CC=CC=2)C=CC=CC=1.C(O)(=O)CCCCCCC/C=C\CCCCCCCC.C(N)CCCCCCC/C=C\CCCCCCCC.[Se].C([P:80](=[O:97])([CH2:89][CH2:90][CH2:91][CH2:92][CH2:93][CH2:94][CH2:95][CH3:96])[CH2:81][CH2:82][CH2:83][CH2:84][CH2:85][CH2:86][CH2:87][CH3:88])CCCCCCC. (3) Given the product [NH2:13][S:17]([C:2]1[CH:3]=[CH:4][C:5]([Cl:12])=[C:6]([CH:11]=1)[C:7]([O:9][CH3:10])=[O:8])(=[O:19])=[O:18], predict the reactants needed to synthesize it. The reactants are: N[C:2]1[CH:3]=[CH:4][C:5]([Cl:12])=[C:6]([CH:11]=1)[C:7]([O:9][CH3:10])=[O:8].[N:13]([O-])=O.[Na+].[S:17](=[O:19])=[O:18]. (4) Given the product [NH2:23][C:4]1[N:3]=[C:2]([CH3:1])[C:7]([O:8][C:9]2[CH:14]=[CH:13][N:12]=[C:11]([NH:15][C:16]([N:18]3[CH2:22][CH2:21][CH2:20][CH2:19]3)=[O:17])[CH:10]=2)=[CH:6][CH:5]=1, predict the reactants needed to synthesize it. The reactants are: [CH3:1][C:2]1[C:7]([O:8][C:9]2[CH:14]=[CH:13][N:12]=[C:11]([NH:15][C:16]([N:18]3[CH2:22][CH2:21][CH2:20][CH2:19]3)=[O:17])[CH:10]=2)=[CH:6][CH:5]=[C:4]([N+:23]([O-])=O)[N:3]=1.[NH4+].[Cl-]. (5) Given the product [C:10]([O:14][C:15]([N:17]1[CH2:18][CH2:19][C:20]2([NH:26][C:27](=[S:28])[NH:24][C:23]2=[O:25])[CH2:21][CH2:22]1)=[O:16])([CH3:13])([CH3:11])[CH3:12], predict the reactants needed to synthesize it. The reactants are: C(N(CC)C(C)C)(C)C.[C:10]([O:14][C:15]([N:17]1[CH2:22][CH2:21][C:20]([NH2:26])([C:23](=[O:25])[NH2:24])[CH2:19][CH2:18]1)=[O:16])([CH3:13])([CH3:12])[CH3:11].[C:27](Cl)(Cl)=[S:28].C(O)(=O)CC(CC(O)=O)(C(O)=O)O. (6) Given the product [CH3:23][O:22][CH2:21][CH:12]1[NH:11][C:15](=[O:16])[C:14]([CH3:19])([CH3:18])[C:13]1=[O:20], predict the reactants needed to synthesize it. The reactants are: C(OC([NH:11][CH:12]([CH2:21][O:22][CH3:23])[C:13](=[O:20])[C:14]([CH3:19])([CH3:18])[C:15]([O-])=[O:16])=O)C1C=CC=CC=1. (7) Given the product [Br:1][C:2]1[CH:7]=[C:6]2[C:5](=[CH:4][CH:3]=1)[O:19][CH:10]([C:11]1[CH:16]=[CH:15][CH:14]=[C:13]([Cl:17])[CH:12]=1)[CH2:9][C:8]2=[O:18], predict the reactants needed to synthesize it. The reactants are: [Br:1][C:2]1[CH:3]=[CH:4][C:5]([OH:19])=[C:6]([C:8](=[O:18])[CH:9]=[CH:10][C:11]2[CH:16]=[CH:15][CH:14]=[C:13]([Cl:17])[CH:12]=2)[CH:7]=1.[OH-].[Na+]. (8) The reactants are: C(OC(=O)[NH:7][C:8]1([C:12]2[CH:17]=[CH:16][C:15]([C:18]3[C:23]([C:24]4[CH:29]=[CH:28][CH:27]=[CH:26][CH:25]=4)=[CH:22][N:21]4[N:30]=[C:31]([NH2:33])[N:32]=[C:20]4[N:19]=3)=[CH:14][CH:13]=2)[CH2:11][CH2:10][CH2:9]1)(C)(C)C.C(O)(C(F)(F)F)=O. Given the product [NH2:7][C:8]1([C:12]2[CH:13]=[CH:14][C:15]([C:18]3[C:23]([C:24]4[CH:29]=[CH:28][CH:27]=[CH:26][CH:25]=4)=[CH:22][N:21]4[N:30]=[C:31]([NH2:33])[N:32]=[C:20]4[N:19]=3)=[CH:16][CH:17]=2)[CH2:11][CH2:10][CH2:9]1, predict the reactants needed to synthesize it.